Dataset: Experimentally validated miRNA-target interactions with 360,000+ pairs, plus equal number of negative samples. Task: Binary Classification. Given a miRNA mature sequence and a target amino acid sequence, predict their likelihood of interaction. (1) The miRNA is hsa-miR-548az-3p with sequence AAAAACUGCAAUCACUUUUGC. The protein sequence of the target gene is MLLRAAWRRAAVAVTAAPGPKPAAPTRGLRLRVGDRAPQSAVPADTAAAPEVGPVLRPLYMDVQATTPLDPRVLDAMLPYLINYYGNPHSRTHAYGWESEAAMERARQQVASLIGADPREIIFTSGATESNNIAIKGVARFYRSRKKHLITTQTEHKCVLDSCRSLEAEGFQVTYLPVQKSGIIDLKELEAAIQPDTSLVSVMTVNNEIGVKQPIAEIGRICSSRKVYFHTDAAQAVGKIPLDVNDMKIDLMSISGHKIYGPKGVGAIYIRRRPRVRVEALQSGGGQERGMRSGTVPTPL.... Result: 0 (no interaction). (2) The miRNA is hsa-miR-423-5p with sequence UGAGGGGCAGAGAGCGAGACUUU. The protein sequence of the target gene is MAVVATLRLSAQGTVTFEDVAVKFTQEEWNLLSEAQRCLYRDVTLENLALMSSLGCWCGVEDEAAPSKQSIYIQRETQVRTPVTGVSPKKAHPCEMCGPILGDILHVADHQGTHHKQKLHRCEAWGNKLYDSGNFHQHQNEHIGEKPYRGSVEEALFVKRCKLHVSGESSVFSESGKDFLPRSGLLQQEASHTGEKSNSKTECVSPFQCGGAHYSHGDSMKHFSTKHILSQHQRLLPREECYVCCECGKSFSKYVSFSNHQRVHSGKRPYECGECEKSFSQKSSLIQHQQFHTGGKPYGC.... Result: 0 (no interaction). (3) The miRNA is hsa-miR-6829-5p with sequence UGGGCUGCUGAGAAGGGGCA. The protein sequence of the target gene is MRGTSCVGGGAESPGGAGLSEGPRGRWLRLAPVCAYFLCVSLAAVLLAVYYGLIWVPTRSPAAPAGPQPSAPSPPCAARPGVPPVPAPAAASLSCLLGVPGGPRPQLQLPLSRRRRYSDPDRRPSRQTPRETPEAAEGRRPG. Result: 1 (interaction). (4) The miRNA is hsa-miR-1283 with sequence UCUACAAAGGAAAGCGCUUUCU. The protein sequence of the target gene is MAPKRQSAILPQPKKPRPAAAPKLEDKSASPGLPKGEKEQQEAIEHIDEVQNEIDRLNEQASEEILKVEQKYNKLRQPFFQKRSELIAKIPNFWVTTFVNHPQVSALLGEEDEEALHYLTRVEVTEFEDIKSGYRIDFYFDENPYFENKVLSKEFHLNESGDPSSKSTEIKWKSGKDLTKRSSQTQNKASRKRQHEEPESFFTWFTDHSDAGADELGEVIKDDIWPNPLQYYLVPDMDDEEGEAEDDDDDDEEEEGLEDIDEEGDEDEGEEDDDEDEGEEGEEDEGEDD. Result: 0 (no interaction). (5) The miRNA is mmu-miR-378b with sequence CUGGACUUGGAGUCAGAAGA. The protein sequence of the target gene is MEMEQVNALCEELVKAVTVMMDPSSTQRYRLEALKFCEEFKEKCPICVPCGLKLAEKTQIAIVRHFGLQILEHVVKFRWNSMSRLEKVYLKNSVMELIANGTLRILEEENHIKDVLSRIVVEMIKREWPQHWPDMLMELDTLFRQGETQRELVMFILLRLAEDVVTFQTLPTQRRRDIQQTLTQNMERILNFLLNTLQENVNKYQQMKTDSSQEAEAQANCRVSVAALNTLAGYIDWVSLNHITAENCKLVETLCLLLNEQELQLGAAECLLIAVSRKGKLEDRKRLMILFGDVAMHYIL.... Result: 0 (no interaction). (6) The miRNA is hsa-miR-4791 with sequence UGGAUAUGAUGACUGAAA. The protein sequence of the target gene is MALVRDPEPAAGSSRWLPTHVQVTVLRASGLRGKSSGAGSTSDAYTVIQVGREKYSTSVVEKTQGCPEWCEECSFELPPGALDGLLRAQEADAGPAPWASGPNAACELVLTTMHRSLIGVDKFLGRATVALDEVFRAGRAQHTQWYRLHSKPGKKEKERGEIQVTIQFTRNNLSASMFDLSMKDKPRSPFSKLKDRVKGKKKYDLESASAILPSSALEDPELGSLGKMGKAKGFFLRNKLRKSSLTQSNTSLGSDSTLSSTSGSLVYQGPGAELLTRSPSHSSWLSTEGGRDSIQSPKLL.... Result: 0 (no interaction).